This data is from Forward reaction prediction with 1.9M reactions from USPTO patents (1976-2016). The task is: Predict the product of the given reaction. (1) Given the reactants [NH2:1][C:2]([NH2:4])=[O:3].C[O-].[Na+].CO.O=[C:11]1[CH2:16][CH2:15][N:14]([C@H:17]([C:19]2[CH:24]=[CH:23][CH:22]=[CH:21][CH:20]=2)[CH3:18])[CH2:13][C@@H:12]1[C:25](OCC)=[O:26], predict the reaction product. The product is: [C:19]1([C@@H:17]([N:14]2[CH2:15][CH2:16][C:11]3[N:1]=[C:2]([OH:3])[N:4]=[C:25]([OH:26])[C:12]=3[CH2:13]2)[CH3:18])[CH:20]=[CH:21][CH:22]=[CH:23][CH:24]=1. (2) Given the reactants [Br:1][C:2]1[CH:7]=[CH:6][C:5]([C:8]2([CH2:20][CH:21]([OH:24])[CH2:22][OH:23])[C:16]3[C:11](=[CH:12][CH:13]=[CH:14][CH:15]=3)[C:10]3=[N:17][CH:18]=[CH:19][N:9]23)=[CH:4][CH:3]=1.[OH-].[Na+].Cl[CH2:28][CH2:29]Cl, predict the reaction product. The product is: [Br:1][C:2]1[CH:7]=[CH:6][C:5]([C:8]2([CH2:20][CH:21]3[CH2:22][O:23][CH2:29][CH2:28][O:24]3)[C:16]3[C:11](=[CH:12][CH:13]=[CH:14][CH:15]=3)[C:10]3=[N:17][CH:18]=[CH:19][N:9]23)=[CH:4][CH:3]=1. (3) Given the reactants [N+:1]([C:4]1[CH:5]=[C:6]([CH:9]=[CH:10][CH:11]=1)[CH2:7][OH:8])([O-:3])=[O:2].[ClH:12].[NH2:13][CH2:14][C:15](=[O:21])[CH2:16][CH2:17][C:18](O)=[O:19], predict the reaction product. The product is: [ClH:12].[NH2:13][CH2:14][C:15](=[O:21])[CH2:16][CH2:17][C:18]([O:8][CH2:7][C:6]1[CH:9]=[CH:10][CH:11]=[C:4]([N+:1]([O-:3])=[O:2])[CH:5]=1)=[O:19]. (4) Given the reactants [S:1]1[C:5]2[CH:6]=[CH:7][C:8]([C:10]3[CH:11]=[C:12]([CH:15]=[CH:16][CH:17]=3)[CH:13]=[O:14])=[CH:9][C:4]=2[CH:3]=[CH:2]1.[BH4-].[Na+].C(O)(=O)CC(CC(O)=O)(C(O)=O)O, predict the reaction product. The product is: [S:1]1[C:5]2[CH:6]=[CH:7][C:8]([C:10]3[CH:11]=[C:12]([CH2:13][OH:14])[CH:15]=[CH:16][CH:17]=3)=[CH:9][C:4]=2[CH:3]=[CH:2]1. (5) Given the reactants [C:1]1([C:7]2[N:8]([CH2:25][O:26][CH2:27][CH2:28][Si:29]([CH3:32])([CH3:31])[CH3:30])[C:9]([C:18]3[CH:19]=[C:20]([CH:22]=[CH:23][CH:24]=3)[NH2:21])=[C:10]([C:12]3[CH:17]=[CH:16][N:15]=[CH:14][CH:13]=3)[N:11]=2)[CH:6]=[CH:5][CH:4]=[CH:3][CH:2]=1.C(N(C(C)C)CC)(C)C.C1COCC1.[CH3:47][S:48](Cl)(=[O:50])=[O:49], predict the reaction product. The product is: [C:1]1([C:7]2[N:8]([CH2:25][O:26][CH2:27][CH2:28][Si:29]([CH3:32])([CH3:31])[CH3:30])[C:9]([C:18]3[CH:19]=[C:20]([NH:21][S:48]([CH3:47])(=[O:50])=[O:49])[CH:22]=[CH:23][CH:24]=3)=[C:10]([C:12]3[CH:13]=[CH:14][N:15]=[CH:16][CH:17]=3)[N:11]=2)[CH:2]=[CH:3][CH:4]=[CH:5][CH:6]=1.